This data is from Full USPTO retrosynthesis dataset with 1.9M reactions from patents (1976-2016). The task is: Predict the reactants needed to synthesize the given product. (1) Given the product [C:21]([O:20][C:18]([N:10]([C:7]1[C:6]2[CH:25]=[C:26]([Cl:27])[C:3]([CH2:2][O:45][C:39]3[CH:40]=[CH:41][C:42]4[CH2:43][CH2:44][C:35]([CH3:46])([CH3:34])[O:36][C:37]=4[CH:38]=3)=[CH:4][C:5]=2[O:9][N:8]=1)[C:11](=[O:17])[O:12][C:13]([CH3:14])([CH3:15])[CH3:16])=[O:19])([CH3:24])([CH3:23])[CH3:22], predict the reactants needed to synthesize it. The reactants are: Br[CH2:2][C:3]1[C:26]([Cl:27])=[CH:25][C:6]2[C:7]([N:10]([C:18]([O:20][C:21]([CH3:24])([CH3:23])[CH3:22])=[O:19])[C:11](=[O:17])[O:12][C:13]([CH3:16])([CH3:15])[CH3:14])=[N:8][O:9][C:5]=2[CH:4]=1.C(=O)([O-])[O-].[K+].[K+].[CH3:34][C:35]1([CH3:46])[CH2:44][CH2:43][C:42]2[C:37](=[CH:38][C:39]([OH:45])=[CH:40][CH:41]=2)[O:36]1. (2) Given the product [CH3:12][Si:13]([CH3:27])([CH3:26])[CH2:14][CH2:15][O:16][C:17]([C:19]1[S:20][CH:21]=[CH:22][CH:23]=1)=[O:18], predict the reactants needed to synthesize it. The reactants are: C1CCN2C(=NCCC2)CC1.[CH3:12][Si:13]([CH3:27])([CH3:26])[CH2:14][CH2:15][O:16][C:17]([C:19]1[S:20][C:21](CBr)=[CH:22][CH:23]=1)=[O:18]. (3) Given the product [ClH:33].[F:1][C:2]1[C:3]([NH:24][C:25]2[CH:30]=[CH:29][C:28]([I:31])=[CH:27][C:26]=2[F:32])=[C:4]([C:5]([N:7]2[CH2:12][CH2:11][NH:10][CH2:9][CH2:8]2)=[O:6])[CH:20]=[CH:21][C:22]=1[F:23], predict the reactants needed to synthesize it. The reactants are: [F:1][C:2]1[C:3]([NH:24][C:25]2[CH:30]=[CH:29][C:28]([I:31])=[CH:27][C:26]=2[F:32])=[C:4]([CH:20]=[CH:21][C:22]=1[F:23])[C:5]([N:7]1[CH2:12][CH2:11][N:10](C(OC(C)(C)C)=O)[CH2:9][CH2:8]1)=[O:6].[ClH:33].O1CCOCC1.Cl.